This data is from Catalyst prediction with 721,799 reactions and 888 catalyst types from USPTO. The task is: Predict which catalyst facilitates the given reaction. (1) Product: [OH:27][CH:3]1[C:4](=[O:17])[CH2:5][CH:6]([C:8]2[CH:13]=[CH:12][N:11]=[CH:10][C:9]=2[N+:14]([O-:16])=[O:15])[O:7][CH:2]1[CH3:1]. The catalyst class is: 2. Reactant: [CH3:1][C@H:2]1[O:7][C@@H:6]([C:8]2[CH:13]=[CH:12][N:11]=[CH:10][C:9]=2[N+:14]([O-:16])=[O:15])[CH2:5][C:4]([O:17][Si](CC)(CC)CC)=[CH:3]1.CC1(C)O[O:27]1.CC(C)=O. (2) Reactant: [Cl:1][C:2]1[C:7]([NH+:8]([O-])O)=[C:6]([Cl:11])[N:5]=[CH:4][N:3]=1. Product: [Cl:1][C:2]1[C:7]([NH2:8])=[C:6]([Cl:11])[N:5]=[CH:4][N:3]=1. The catalyst class is: 8. (3) Reactant: C(O)(=O)C(O)=O.[CH2:7]([NH:9][NH2:10])[CH3:8].[CH3:11][CH2:12][O:13][C:14]([C:16]([CH2:18][C:19]([CH3:21])=O)=O)=[O:15]. Product: [CH2:7]([N:9]1[C:19]([CH3:21])=[CH:18][C:16]([C:14]([O:13][CH2:12][CH3:11])=[O:15])=[N:10]1)[CH3:8]. The catalyst class is: 8. (4) Reactant: [CH:1]1([NH:4][CH2:5][CH:6]2[CH2:9][N:8]([C:10]([C:12]3[CH:13]=[C:14]([CH:27]=[CH:28][C:29]=3[F:30])[CH2:15][C:16]3[C:25]4[C:20](=[CH:21][CH:22]=[CH:23][CH:24]=4)[C:19](=[O:26])[NH:18][N:17]=3)=[O:11])[CH2:7]2)[CH2:3][CH2:2]1.C([O-])([O-])=O.[Na+].[Na+].Br[CH2:38][C:39]#[CH:40]. Product: [CH:1]1([N:4]([CH2:5][CH:6]2[CH2:7][N:8]([C:10]([C:12]3[CH:13]=[C:14]([CH:27]=[CH:28][C:29]=3[F:30])[CH2:15][C:16]3[C:25]4[C:20](=[CH:21][CH:22]=[CH:23][CH:24]=4)[C:19](=[O:26])[NH:18][N:17]=3)=[O:11])[CH2:9]2)[CH2:40][C:39]#[CH:38])[CH2:2][CH2:3]1. The catalyst class is: 9. (5) Reactant: [N+:1]([C:4]1[CH:5]=[N:6][C:7]2[C:12]([C:13]=1[NH:14][CH2:15][CH2:16][CH2:17][CH2:18][CH2:19][C:20]([O:22][CH2:23][CH3:24])=[O:21])=[CH:11][CH:10]=[CH:9][CH:8]=2)([O-])=O.[H][H]. Product: [NH2:1][C:4]1[CH:5]=[N:6][C:7]2[C:12]([C:13]=1[NH:14][CH2:15][CH2:16][CH2:17][CH2:18][CH2:19][C:20]([O:22][CH2:23][CH3:24])=[O:21])=[CH:11][CH:10]=[CH:9][CH:8]=2. The catalyst class is: 63. (6) Reactant: Cl[C:2]1[C:7]([C:8]#[C:9][C@H:10]([OH:12])[CH3:11])=[CH:6][N:5]=[C:4]2[CH:13]=[CH:14][S:15][C:3]=12.Cl.[NH2:17][C@H:18]1[CH2:23][CH2:22][C@H:21]([CH2:24][C:25]#[N:26])[CH2:20][CH2:19]1.C(=O)([O-])[O-].[Cs+].[Cs+].CC1(C)C2C=CC=C(P(C3C=CC=CC=3)C3C=CC=CC=3)C=2OC2C1=CC=CC=2P(C1C=CC=CC=1)C1C=CC=CC=1. Product: [OH:12][C@@H:10]([C:9]1[N:17]([C@H:18]2[CH2:23][CH2:22][C@H:21]([CH2:24][C:25]#[N:26])[CH2:20][CH2:19]2)[C:2]2=[C:3]3[S:15][CH:14]=[CH:13][C:4]3=[N:5][CH:6]=[C:7]2[CH:8]=1)[CH3:11]. The catalyst class is: 164.